Dataset: NCI-60 drug combinations with 297,098 pairs across 59 cell lines. Task: Regression. Given two drug SMILES strings and cell line genomic features, predict the synergy score measuring deviation from expected non-interaction effect. (1) Drug 1: C1=CN(C(=O)N=C1N)C2C(C(C(O2)CO)O)O.Cl. Drug 2: C1=NNC2=C1C(=O)NC=N2. Cell line: MOLT-4. Synergy scores: CSS=59.9, Synergy_ZIP=-1.70, Synergy_Bliss=-4.94, Synergy_Loewe=-11.2, Synergy_HSA=-4.73. (2) Drug 1: CN1CCC(CC1)COC2=C(C=C3C(=C2)N=CN=C3NC4=C(C=C(C=C4)Br)F)OC. Drug 2: CS(=O)(=O)CCNCC1=CC=C(O1)C2=CC3=C(C=C2)N=CN=C3NC4=CC(=C(C=C4)OCC5=CC(=CC=C5)F)Cl. Cell line: SK-MEL-5. Synergy scores: CSS=-5.97, Synergy_ZIP=6.39, Synergy_Bliss=3.77, Synergy_Loewe=-4.09, Synergy_HSA=-4.07. (3) Drug 1: CN(C)C1=NC(=NC(=N1)N(C)C)N(C)C. Drug 2: C1=NC2=C(N1)C(=S)N=CN2. Cell line: EKVX. Synergy scores: CSS=12.1, Synergy_ZIP=6.26, Synergy_Bliss=13.3, Synergy_Loewe=6.32, Synergy_HSA=11.1. (4) Drug 1: CCC1(CC2CC(C3=C(CCN(C2)C1)C4=CC=CC=C4N3)(C5=C(C=C6C(=C5)C78CCN9C7C(C=CC9)(C(C(C8N6C)(C(=O)OC)O)OC(=O)C)CC)OC)C(=O)OC)O.OS(=O)(=O)O. Drug 2: C1=NNC2=C1C(=O)NC=N2. Cell line: RPMI-8226. Synergy scores: CSS=8.87, Synergy_ZIP=0.423, Synergy_Bliss=3.76, Synergy_Loewe=6.99, Synergy_HSA=3.12. (5) Drug 1: C(=O)(N)NO. Drug 2: CN1C2=C(C=C(C=C2)N(CCCl)CCCl)N=C1CCCC(=O)O.Cl. Cell line: NCI-H226. Synergy scores: CSS=0.778, Synergy_ZIP=1.74, Synergy_Bliss=4.52, Synergy_Loewe=-0.173, Synergy_HSA=1.13. (6) Drug 1: CCC1=CC2CC(C3=C(CN(C2)C1)C4=CC=CC=C4N3)(C5=C(C=C6C(=C5)C78CCN9C7C(C=CC9)(C(C(C8N6C)(C(=O)OC)O)OC(=O)C)CC)OC)C(=O)OC.C(C(C(=O)O)O)(C(=O)O)O. Drug 2: C1=NC2=C(N1)C(=S)N=CN2. Cell line: SK-MEL-28. Synergy scores: CSS=30.2, Synergy_ZIP=-2.33, Synergy_Bliss=-1.96, Synergy_Loewe=-9.22, Synergy_HSA=-1.59. (7) Drug 1: C1=CN(C(=O)N=C1N)C2C(C(C(O2)CO)O)O.Cl. Drug 2: CNC(=O)C1=NC=CC(=C1)OC2=CC=C(C=C2)NC(=O)NC3=CC(=C(C=C3)Cl)C(F)(F)F. Cell line: HOP-62. Synergy scores: CSS=40.3, Synergy_ZIP=-0.121, Synergy_Bliss=-2.33, Synergy_Loewe=-32.0, Synergy_HSA=-2.62.